Dataset: Forward reaction prediction with 1.9M reactions from USPTO patents (1976-2016). Task: Predict the product of the given reaction. (1) Given the reactants Br[C:2]1[CH:3]=[C:4]([NH:9][C:10]2[N:15]=[C:14]([C:16]([F:19])([F:18])[F:17])[CH:13]=[CH:12][N:11]=2)[CH:5]=[C:6]([CH3:8])[CH:7]=1.C(O)(=O)C(C)(C)C.[OH:27][C:28]([CH:35]1[CH2:40][CH2:39][C:38]([CH3:45])([C:41]([O:43][CH3:44])=[O:42])[CH2:37][CH2:36]1)([C:30]1[S:31][CH:32]=[CH:33][N:34]=1)[CH3:29], predict the reaction product. The product is: [OH:27][C:28]([CH:35]1[CH2:40][CH2:39][C:38]([CH3:45])([C:41]([O:43][CH3:44])=[O:42])[CH2:37][CH2:36]1)([C:30]1[S:31][C:32]([C:2]2[CH:3]=[C:4]([NH:9][C:10]3[N:15]=[C:14]([C:16]([F:19])([F:18])[F:17])[CH:13]=[CH:12][N:11]=3)[CH:5]=[C:6]([CH3:8])[CH:7]=2)=[CH:33][N:34]=1)[CH3:29]. (2) Given the reactants [F:1][C:2]1[CH:22]=[CH:21][C:5]2[N:6]=[C:7]([C:11]3[CH:16]=[CH:15][CH:14]=[CH:13][C:12]=3[O:17]C(=O)C)O[C:9](=[O:10])[C:4]=2[CH:3]=1.[C:23]1([CH:29]([C:32]2[CH:37]=[CH:36][CH:35]=[CH:34][CH:33]=2)[CH2:30][NH2:31])[CH:28]=[CH:27][CH:26]=[CH:25][CH:24]=1, predict the reaction product. The product is: [C:32]1([CH:29]([C:23]2[CH:24]=[CH:25][CH:26]=[CH:27][CH:28]=2)[CH2:30][N:31]2[C:9](=[O:10])[C:4]3[C:5](=[CH:21][CH:22]=[C:2]([F:1])[CH:3]=3)[N:6]=[C:7]2[C:11]2[CH:16]=[CH:15][CH:14]=[CH:13][C:12]=2[OH:17])[CH:33]=[CH:34][CH:35]=[CH:36][CH:37]=1. (3) Given the reactants [Br:1][C:2]1[CH:3]=[C:4]([CH:7]=[CH:8][CH:9]=1)[CH:5]=[O:6].[N+:10]([O-])([OH:12])=[O:11], predict the reaction product. The product is: [Br:1][C:2]1[CH:9]=[CH:8][C:7]([N+:10]([O-:12])=[O:11])=[C:4]([CH:3]=1)[CH:5]=[O:6]. (4) Given the reactants [CH2:1]([O:8][C:9]1[CH:15]=[CH:14][C:12]([NH2:13])=[CH:11][CH:10]=1)[C:2]1[CH:7]=[CH:6][CH:5]=[CH:4][CH:3]=1.[C:16]([O:22][CH2:23][CH3:24])(=[O:21])[CH2:17][C:18]([CH3:20])=O, predict the reaction product. The product is: [CH2:23]([O:22][C:16](=[O:21])[CH:17]=[C:18]([NH:13][C:12]1[CH:11]=[CH:10][C:9]([O:8][CH2:1][C:2]2[CH:3]=[CH:4][CH:5]=[CH:6][CH:7]=2)=[CH:15][CH:14]=1)[CH3:20])[CH3:24]. (5) Given the reactants Cl.Cl.[NH2:3][CH2:4][C:5]1[CH:10]=[CH:9][C:8]([C:11]2[N:15]3[CH:16]=[CH:17][C:18]([C:20]4[CH:25]=[CH:24][C:23]([C:26]([N:28]5[CH2:33][CH2:32][N:31]([CH3:34])[CH2:30][CH2:29]5)=[O:27])=[CH:22][CH:21]=4)=[CH:19][C:14]3=[N:13][CH:12]=2)=[CH:7][CH:6]=1.ClC(Cl)(Cl)C[O:38][C:39](=O)[NH:40][C:41]1[CH:45]=[C:44]([C:46]([CH3:49])([CH3:48])[CH3:47])[O:43][N:42]=1.C(N(CC)CC)C, predict the reaction product. The product is: [C:46]([C:44]1[O:43][N:42]=[C:41]([NH:40][C:39]([NH:3][CH2:4][C:5]2[CH:6]=[CH:7][C:8]([C:11]3[N:15]4[CH:16]=[CH:17][C:18]([C:20]5[CH:21]=[CH:22][C:23]([C:26]([N:28]6[CH2:33][CH2:32][N:31]([CH3:34])[CH2:30][CH2:29]6)=[O:27])=[CH:24][CH:25]=5)=[CH:19][C:14]4=[N:13][CH:12]=3)=[CH:9][CH:10]=2)=[O:38])[CH:45]=1)([CH3:49])([CH3:47])[CH3:48].